This data is from Reaction yield outcomes from USPTO patents with 853,638 reactions. The task is: Predict the reaction yield, written as a fraction of the theoretical maximum amount of product (1.0 means a 100% yield; for example, 0.34 means a 34% yield). (1) The reactants are C([O:4][C:5]1[CH:6]=[C:7]2[C:12](=[CH:13][C:14]=1[CH3:15])[O:11][C:10]1([CH2:24][C:23]([CH3:26])([CH3:25])[C:22]3[C:17](=[CH:18][C:19]([CH3:31])=[C:20]([O:27]CC=C)[CH:21]=3)[O:16]1)[CH2:9][C:8]2([CH3:33])[CH3:32])C=C. The catalyst is CN(C)C1C=CC=CC=1. The product is [OH:27][C:20]1[C:21]([CH2:12][CH:7]=[CH2:8])=[C:22]2[C:17](=[CH:18][C:19]=1[CH3:31])[O:16][C:10]1([CH2:9][C:8]([CH3:33])([CH3:32])[C:7]3[C:12](=[CH:13][C:14]([CH3:15])=[C:5]([OH:4])[C:6]=3[CH2:6][CH:5]=[CH2:14])[O:11]1)[CH2:24][C:23]2([CH3:26])[CH3:25]. The yield is 0.120. (2) The reactants are [OH:1][C:2]([C:43]1[S:44][CH:45]=[CH:46][CH:47]=1)([C:38]1[S:39][CH:40]=[CH:41][CH:42]=1)[C:3]([O:5][C@H:6]1[CH2:11][CH2:10][C@H:9]([N:12]([CH2:14][CH2:15][CH2:16][C:17]([NH:19][C:20]2[CH:25]=[C:24]([O:26][CH3:27])[C:23]([CH2:28][O:29][Si](C(C)(C)C)(C)C)=[CH:22][C:21]=2[Cl:37])=[O:18])[CH3:13])[CH2:8][CH2:7]1)=[O:4].F.F.F.C(N(CC)CC)C. The catalyst is O1CCCC1. The product is [OH:1][C:2]([C:38]1[S:39][CH:40]=[CH:41][CH:42]=1)([C:43]1[S:44][CH:45]=[CH:46][CH:47]=1)[C:3]([O:5][C@H:6]1[CH2:7][CH2:8][C@H:9]([N:12]([CH2:14][CH2:15][CH2:16][C:17]([NH:19][C:20]2[CH:25]=[C:24]([O:26][CH3:27])[C:23]([CH2:28][OH:29])=[CH:22][C:21]=2[Cl:37])=[O:18])[CH3:13])[CH2:10][CH2:11]1)=[O:4]. The yield is 0.230. (3) The reactants are [CH3:1][C:2]([N:10]1[CH:14]=[C:13]([C:15]2[C:16]3[CH:23]=[CH:22][N:21]([CH2:24][O:25][CH2:26][CH2:27][Si:28]([CH3:31])([CH3:30])[CH3:29])[C:17]=3[N:18]=[CH:19][N:20]=2)[CH:12]=[N:11]1)([CH3:9])[CH2:3][C:4](OCC)=[O:5].[H-].C([Al+]CC(C)C)C(C)C. The catalyst is C1COCC1.C(Cl)Cl. The product is [CH3:9][C:2]([N:10]1[CH:14]=[C:13]([C:15]2[C:16]3[CH:23]=[CH:22][N:21]([CH2:24][O:25][CH2:26][CH2:27][Si:28]([CH3:31])([CH3:29])[CH3:30])[C:17]=3[N:18]=[CH:19][N:20]=2)[CH:12]=[N:11]1)([CH3:1])[CH2:3][CH2:4][OH:5]. The yield is 0.990. (4) The reactants are [Cl:1][C:2]1[C:7]([O:8][CH3:9])=[C:6]([Cl:10])[C:5]([F:11])=[CH:4][C:3]=1[N+:12]([O-])=O.[H][H]. The catalyst is CO.[Pd]. The product is [Cl:1][C:2]1[C:7]([O:8][CH3:9])=[C:6]([Cl:10])[C:5]([F:11])=[CH:4][C:3]=1[NH2:12]. The yield is 0.929. (5) The reactants are [NH:1]1[CH2:6][CH2:5][CH:4]([C:7]([NH2:9])=[O:8])[CH2:3][CH2:2]1.CCN(CC)CC.[C:17](OC(=O)C)(=[O:19])[CH3:18]. The catalyst is C(Cl)Cl. The product is [C:17]([N:1]1[CH2:6][CH2:5][CH:4]([C:7]([NH2:9])=[O:8])[CH2:3][CH2:2]1)(=[O:19])[CH3:18]. The yield is 1.00. (6) The reactants are [CH3:1][C:2]([CH3:17])([CH3:16])[C:3]#[C:4][C:5]1[CH:10]=[C:9]([N+:11]([O-:13])=[O:12])[CH:8]=[C:7]([F:14])[C:6]=1[NH2:15].N1C=CC=CC=1.[C:24](Cl)(=[O:28])[CH2:25][CH2:26][CH3:27]. The catalyst is C(Cl)Cl. The product is [CH3:1][C:2]([CH3:17])([CH3:16])[C:3]#[C:4][C:5]1[CH:10]=[C:9]([N+:11]([O-:13])=[O:12])[CH:8]=[C:7]([F:14])[C:6]=1[NH:15][C:24](=[O:28])[CH2:25][CH2:26][CH3:27]. The yield is 0.620.